From a dataset of Forward reaction prediction with 1.9M reactions from USPTO patents (1976-2016). Predict the product of the given reaction. (1) The product is: [CH3:22][C:19]1[N:18]=[N:17][C:16]([NH:1][C:2]2[CH:14]=[CH:13][C:5]3[S:6][C:7]4[CH:12]=[CH:11][CH:10]=[CH:9][C:8]=4[C:4]=3[CH:3]=2)=[CH:21][CH:20]=1. Given the reactants [NH2:1][C:2]1[CH:14]=[CH:13][C:5]2[S:6][C:7]3[CH:12]=[CH:11][CH:10]=[CH:9][C:8]=3[C:4]=2[CH:3]=1.Cl[C:16]1[N:17]=[N:18][C:19]([CH3:22])=[CH:20][CH:21]=1.CC(C)([O-])C.[Na+], predict the reaction product. (2) Given the reactants [NH2:1][C:2]1[N:10]=[C:9]([NH:11][CH2:12][CH2:13][CH2:14][CH3:15])[N:8]=[C:7]2[C:3]=1[N:4]=[CH:5][N:6]2[CH2:16][C:17]1[CH:18]=[C:19]([CH2:23][P:24]([CH3:29])(=[O:28])[O:25][CH2:26][CH3:27])[CH:20]=[CH:21][CH:22]=1.[Br:30]Br, predict the reaction product. The product is: [NH2:1][C:2]1[N:10]=[C:9]([NH:11][CH2:12][CH2:13][CH2:14][CH3:15])[N:8]=[C:7]2[C:3]=1[N:4]=[C:5]([Br:30])[N:6]2[CH2:16][C:17]1[CH:18]=[C:19]([CH2:23][P:24]([CH3:29])(=[O:28])[O:25][CH2:26][CH3:27])[CH:20]=[CH:21][CH:22]=1. (3) Given the reactants ClC1C=CC=C(C(OO)=O)C=1.[F:12][C:13]1[CH:18]=[C:17]([N:19]([CH2:26][C:27]2[C:36]3S[CH2:34][CH2:33][N:32]([CH2:37][CH2:38][O:39][C:40]4[CH:45]=[CH:44][CH:43]=[CH:42][CH:41]=4)[C:31]=3[CH:30]=[CH:29][CH:28]=2)[C:20](=[O:25])[C:21]([F:24])([F:23])[F:22])[CH:16]=[CH:15][C:14]=1[CH2:46][CH2:47][C:48]([O:50][CH2:51][CH3:52])=[O:49].[S:53]([O-:56])(O)=[O:54].[Na+], predict the reaction product. The product is: [O:54]=[S:53]1(=[O:56])[C:36]2[C:27]([CH2:26][N:19]([C:20](=[O:25])[C:21]([F:23])([F:22])[F:24])[C:17]3[CH:16]=[CH:15][C:14]([CH2:46][CH2:47][C:48]([O:50][CH2:51][CH3:52])=[O:49])=[C:13]([F:12])[CH:18]=3)=[CH:28][CH:29]=[CH:30][C:31]=2[N:32]([CH2:37][CH2:38][O:39][C:40]2[CH:45]=[CH:44][CH:43]=[CH:42][CH:41]=2)[CH2:33][CH2:34]1. (4) Given the reactants [C:1]([C:5]1[NH:9][C:8]([C:10]([O:12][CH3:13])=[O:11])=[C:7]([N+:14]([O-])=O)[CH:6]=1)([CH3:4])([CH3:3])[CH3:2], predict the reaction product. The product is: [NH2:14][C:7]1[CH:6]=[C:5]([C:1]([CH3:4])([CH3:2])[CH3:3])[NH:9][C:8]=1[C:10]([O:12][CH3:13])=[O:11]. (5) Given the reactants C([O:8][C:9]1[C:14](=[O:15])[N:13]=[C:12]([CH2:16][C:17]2[CH:22]=[CH:21][CH:20]=[C:19]([Cl:23])[C:18]=2[Cl:24])[N:11]2[CH2:25][CH2:26][N:27]([CH:30]([CH3:32])[CH3:31])[C:28](=[O:29])[C:10]=12)C1C=CC=CC=1.Cl, predict the reaction product. The product is: [Cl:24][C:18]1[C:19]([Cl:23])=[CH:20][CH:21]=[CH:22][C:17]=1[CH2:16][C:12]1[N:11]2[CH2:25][CH2:26][N:27]([CH:30]([CH3:32])[CH3:31])[C:28](=[O:29])[C:10]2=[C:9]([OH:8])[C:14](=[O:15])[N:13]=1. (6) Given the reactants C(OC([N:8]1[CH2:14][CH2:13][CH2:12][N:11]([S:15]([CH3:18])(=[O:17])=[O:16])[CH2:10][CH2:9]1)=O)(C)(C)C.[ClH:19], predict the reaction product. The product is: [ClH:19].[CH3:18][S:15]([N:11]1[CH2:12][CH2:13][CH2:14][NH:8][CH2:9][CH2:10]1)(=[O:16])=[O:17]. (7) Given the reactants [CH:1]1([N:4]([CH2:30][C:31]2[CH:36]=[C:35]([CH2:37][CH2:38][CH2:39][O:40][CH3:41])[CH:34]=[C:33]([O:42][CH2:43][CH2:44][O:45][CH3:46])[CH:32]=2)[C:5]([C@H:7]2[C@H:12]([C:13]3[C:18]([CH3:19])=[C:17]([CH3:20])[N:16]([CH3:21])[C:15](=[O:22])[CH:14]=3)[CH2:11][CH2:10][N:9](C(OC(C)(C)C)=O)[CH2:8]2)=[O:6])[CH2:3][CH2:2]1.Cl, predict the reaction product. The product is: [CH:1]1([N:4]([CH2:30][C:31]2[CH:36]=[C:35]([CH2:37][CH2:38][CH2:39][O:40][CH3:41])[CH:34]=[C:33]([O:42][CH2:43][CH2:44][O:45][CH3:46])[CH:32]=2)[C:5]([C@H:7]2[C@H:12]([C:13]3[C:18]([CH3:19])=[C:17]([CH3:20])[N:16]([CH3:21])[C:15](=[O:22])[CH:14]=3)[CH2:11][CH2:10][NH:9][CH2:8]2)=[O:6])[CH2:2][CH2:3]1. (8) Given the reactants [OH:1][C:2]1[CH:7]=[CH:6][C:5]([C:8]([C:17]2[CH:22]=[CH:21][C:20]([OH:23])=[CH:19][CH:18]=2)([C:13]([F:16])([F:15])[F:14])[C:9]([F:12])([F:11])[F:10])=[CH:4][CH:3]=1.CN(C)[C:26](=O)[CH3:27].[C:30](=[O:33])([O-])[O-].[K+].[K+].[Cl:36][C:37]1[CH:51]=[CH:50][C:40]([C:41]([C:43]2[CH:48]=[CH:47][C:46](F)=[CH:45][CH:44]=2)=[O:42])=[CH:39][CH:38]=1, predict the reaction product. The product is: [Cl:36][C:37]1[CH:51]=[CH:50][C:40]([C:41]([C:43]2[CH:48]=[CH:47][C:46]([O:1][C:2]3[CH:7]=[CH:6][C:5]([C:8]([C:17]4[CH:18]=[CH:19][C:20]([O:23][C:48]5[CH:47]=[CH:46][C:45]([C:30](=[O:33])[C:27]6[CH:26]=[CH:51][C:37]([Cl:36])=[CH:38][CH:39]=6)=[CH:44][CH:43]=5)=[CH:21][CH:22]=4)([C:9]([F:10])([F:11])[F:12])[C:13]([F:14])([F:15])[F:16])=[CH:4][CH:3]=3)=[CH:45][CH:44]=2)=[O:42])=[CH:39][CH:38]=1. (9) The product is: [C:7]([C:6]1[S:5][C:4]([S:9][CH2:10][C:11]#[N:12])=[N:3][C:2]=1[N:1]=[CH:15][N:16]([CH3:18])[CH3:17])#[N:8]. Given the reactants [NH2:1][C:2]1[N:3]=[C:4]([S:9][CH2:10][C:11]#[N:12])[S:5][C:6]=1[C:7]#[N:8].CO[CH:15](OC)[N:16]([CH3:18])[CH3:17], predict the reaction product.